Dataset: Reaction yield outcomes from USPTO patents with 853,638 reactions. Task: Predict the reaction yield, written as a fraction of the theoretical maximum amount of product (1.0 means a 100% yield; for example, 0.34 means a 34% yield). (1) The reactants are [CH2:1]([O:3][C:4](=[O:14])[C:5]#[C:6][C:7]1[CH:12]=[CH:11][CH:10]=[C:9]([Cl:13])[CH:8]=1)[CH3:2].[C:15]([O:19][C:20]([N:22]1[C:31]2[C:26](=[CH:27][CH:28]=[C:29]([CH2:32][CH2:33][O:34][C:35]3[CH:36]=[C:37]4[C:41](=[CH:42][CH:43]=3)[NH:40][CH:39]=[CH:38]4)[N:30]=2)[CH2:25][CH2:24][CH2:23]1)=[O:21])([CH3:18])([CH3:17])[CH3:16]. No catalyst specified. The product is [C:15]([O:19][C:20]([N:22]1[C:31]2[C:26](=[CH:27][CH:28]=[C:29]([CH2:32][CH2:33][O:34][C:35]3[CH:36]=[C:37]4[C:41](=[CH:42][CH:43]=3)[N:40]([C:6]([C:7]3[CH:12]=[CH:11][CH:10]=[C:9]([Cl:13])[CH:8]=3)=[CH:5][C:4]([O:3][CH2:1][CH3:2])=[O:14])[CH:39]=[CH:38]4)[N:30]=2)[CH2:25][CH2:24][CH2:23]1)=[O:21])([CH3:18])([CH3:16])[CH3:17]. The yield is 0.900. (2) The reactants are [NH2:1][C:2]1[S:3][CH:4]=[CH:5][N:6]=1.C([N:15]=[C:16]=[S:17])(=O)C1C=CC=CC=1. The catalyst is CC(C)=O. The product is [S:3]1[CH:4]=[CH:5][N:6]=[C:2]1[NH:1][C:16]([NH2:15])=[S:17]. The yield is 0.710.